Dataset: Reaction yield outcomes from USPTO patents with 853,638 reactions. Task: Predict the reaction yield, written as a fraction of the theoretical maximum amount of product (1.0 means a 100% yield; for example, 0.34 means a 34% yield). (1) The reactants are [CH2:1]([O:8][C:9]([N:11]1[CH2:16][CH2:15][CH2:14][CH2:13][C@H:12]1[C:17]1[NH:21][C:20]2[CH:22]=[CH:23][C:24]([C:26]#[CH:27])=[CH:25][C:19]=2[N:18]=1)=[O:10])[C:2]1[CH:7]=[CH:6][CH:5]=[CH:4][CH:3]=1. The catalyst is CC1C=CC(C(C)C)=CC=1.CC1C=CC(C(C)C)=CC=1.Cl[Ru]Cl.Cl[Ru]Cl. The product is [CH2:1]([O:8][C:9]([N:11]1[CH2:16][CH2:15][CH2:14][CH2:13][C@H:12]1[C:17]1[NH:21][C:20]2[CH:22]=[CH:23][C:24](/[CH:26]=[CH:27]/[C:27]#[C:26][C:24]3[CH:23]=[CH:22][C:20]4[NH:21][C:17]([C@@H:12]5[CH2:13][CH2:14][CH2:15][CH2:16][N:11]5[C:9]([O:8][CH2:1][C:2]5[CH:3]=[CH:4][CH:5]=[CH:6][CH:7]=5)=[O:10])=[N:18][C:19]=4[CH:25]=3)=[CH:25][C:19]=2[N:18]=1)=[O:10])[C:2]1[CH:3]=[CH:4][CH:5]=[CH:6][CH:7]=1. The yield is 0.0700. (2) The catalyst is O. The reactants are CC1(C)CO[C:5]2([CH2:32][CH2:31][C:8]3([O:13][C:12](=[O:14])[N:11]([C@H:15]([C:17]4[CH:22]=[CH:21][C:20]([C:23]5[CH:28]=[CH:27][N:26]([CH3:29])[C:25](=[O:30])[CH:24]=5)=[CH:19][CH:18]=4)[CH3:16])[CH2:10][CH2:9]3)[CH2:7][CH2:6]2)[O:4]C1. The product is [CH3:29][N:26]1[CH:27]=[CH:28][C:23]([C:20]2[CH:21]=[CH:22][C:17]([C@@H:15]([N:11]3[CH2:10][CH2:9][C:8]4([CH2:31][CH2:32][C:5](=[O:4])[CH2:6][CH2:7]4)[O:13][C:12]3=[O:14])[CH3:16])=[CH:18][CH:19]=2)=[CH:24][C:25]1=[O:30]. The yield is 0.480.